This data is from Reaction yield outcomes from USPTO patents with 853,638 reactions. The task is: Predict the reaction yield, written as a fraction of the theoretical maximum amount of product (1.0 means a 100% yield; for example, 0.34 means a 34% yield). (1) The reactants are [NH2:1][C:2]1[NH:6][N:5]=[C:4]([NH:7][C:8]2[CH:13]=[CH:12][CH:11]=[C:10]([Cl:14])[CH:9]=2)[C:3]=1[C:15]#[N:16].[F:17][C:18]1[CH:27]=[C:26]([CH:28]=O)[C:21]2[O:22][CH2:23][O:24][CH2:25][C:20]=2[CH:19]=1. The catalyst is CCO.N1CCCCC1. The product is [Cl:14][C:10]1[CH:9]=[C:8]([NH:7][C:4]2[C:3]([C:15]#[N:16])=[C:2]([N:1]=[CH:28][C:26]3[C:21]4[O:22][CH2:23][O:24][CH2:25][C:20]=4[CH:19]=[C:18]([F:17])[CH:27]=3)[NH:6][N:5]=2)[CH:13]=[CH:12][CH:11]=1. The yield is 0.600. (2) The reactants are [CH3:1][NH:2][CH2:3][C:4]1[N:5]([CH3:13])[C:6]2[C:11]([CH:12]=1)=[CH:10][CH:9]=[CH:8][CH:7]=2.[C:14](Cl)(=[O:17])[CH:15]=[CH2:16].CCN(CC)CC. The catalyst is C(Cl)Cl. The product is [CH3:1][N:2]([CH2:3][C:4]1[N:5]([CH3:13])[C:6]2[C:11]([CH:12]=1)=[CH:10][CH:9]=[CH:8][CH:7]=2)[C:14](=[O:17])[CH:15]=[CH2:16]. The yield is 0.800. (3) The reactants are Cl[C:2]1[C:7]([C:8]([F:11])([F:10])[F:9])=[CH:6][N:5]=[C:4]([NH:12][C:13]2[CH:14]=[CH:15][C:16]([C:19](=[O:21])[CH3:20])=[N:17][CH:18]=2)[N:3]=1.CCN([CH2:27][CH3:28])CC.C[N:30]([CH:32]=[O:33])C. The catalyst is O.Cl[Pd](Cl)([P](C1C=CC=CC=1)(C1C=CC=CC=1)C1C=CC=CC=1)[P](C1C=CC=CC=1)(C1C=CC=CC=1)C1C=CC=CC=1.[Cu]I.C1C=CC(P(C2C=CC=CC=2)C2C=CC=CC=2)=CC=1. The product is [C:19]([C:16]1[N:17]=[CH:18][C:13]([NH:12][C:4]2[N:3]=[C:2]([C:20]#[C:19][C:16]3[CH:15]=[CH:14][CH:13]=[CH:18][C:27]=3[CH2:28][C:32]([NH2:30])=[O:33])[C:7]([C:8]([F:11])([F:10])[F:9])=[CH:6][N:5]=2)=[CH:14][CH:15]=1)(=[O:21])[CH3:20]. The yield is 0.790. (4) No catalyst specified. The yield is 0.340. The product is [F:19][C:20]1[CH:25]=[CH:24][C:23]([C:2]2[CH:3]=[CH:4][C:5](=[O:18])[N:6]([CH2:8][CH2:9][C:10]#[C:11][C:12]3[CH:17]=[CH:16][CH:15]=[CH:14][N:13]=3)[CH:7]=2)=[CH:22][CH:21]=1. The reactants are Br[C:2]1[CH:3]=[CH:4][C:5](=[O:18])[N:6]([CH2:8][CH2:9][C:10]#[C:11][C:12]2[CH:17]=[CH:16][CH:15]=[CH:14][N:13]=2)[CH:7]=1.[F:19][C:20]1[CH:25]=[CH:24][C:23](B(O)O)=[CH:22][CH:21]=1. (5) The reactants are [CH2:1]([O:8][C:9]1[C:14]([CH2:15][N:16]2[C:22](=[O:23])[C:21]3[C:24]([CH3:33])=[C:25]([O:29][CH:30]([CH3:32])[CH3:31])[CH:26]=[C:27](Br)[C:20]=3[O:19][CH2:18][CH2:17]2)=[C:13]([CH3:34])[CH:12]=[C:11]([CH3:35])[N:10]=1)[C:2]1[CH:7]=[CH:6][CH:5]=[CH:4][CH:3]=1.[CH3:36][NH:37][C:38]1[N:43]=[CH:42][C:41](B2OC(C)(C)C(C)(C)O2)=[CH:40][N:39]=1.C(=O)([O-])[O-].[Na+].[Na+].N#N. The catalyst is O1CCOCC1.O.CCOC(C)=O.C1C=CC(P(C2C=CC=CC=2)[C-]2C=CC=C2)=CC=1.C1C=CC(P(C2C=CC=CC=2)[C-]2C=CC=C2)=CC=1.Cl[Pd]Cl.[Fe+2].C(Cl)Cl. The product is [CH2:1]([O:8][C:9]1[C:14]([CH2:15][N:16]2[C:22](=[O:23])[C:21]3[C:24]([CH3:33])=[C:25]([O:29][CH:30]([CH3:32])[CH3:31])[CH:26]=[C:27]([C:41]4[CH:40]=[N:39][C:38]([NH:37][CH3:36])=[N:43][CH:42]=4)[C:20]=3[O:19][CH2:18][CH2:17]2)=[C:13]([CH3:34])[CH:12]=[C:11]([CH3:35])[N:10]=1)[C:2]1[CH:7]=[CH:6][CH:5]=[CH:4][CH:3]=1. The yield is 0.740. (6) The reactants are [OH:1][C:2]1[CH:6]=[CH:5][S:4][C:3]=1[C:7]([O:9][CH3:10])=[O:8].[CH2:11](Br)[C:12]1[CH:17]=[CH:16][CH:15]=[CH:14][CH:13]=1.C([O-])([O-])=O.[K+].[K+]. The catalyst is CC(C)=O. The product is [CH2:11]([O:1][C:2]1[CH:6]=[CH:5][S:4][C:3]=1[C:7]([O:9][CH3:10])=[O:8])[C:12]1[CH:17]=[CH:16][CH:15]=[CH:14][CH:13]=1. The yield is 1.00. (7) The reactants are [CH3:1][NH:2][CH2:3][CH2:4][O:5][C:6]1[CH:15]=[CH:14][CH:13]=[C:12]2[C:7]=1[C:8](=[O:16])[NH:9][CH:10]=[N:11]2.[C:17](OC(=O)C)(=[O:19])[CH3:18]. The catalyst is N1C=CC=CC=1. The product is [CH3:1][N:2]([CH2:3][CH2:4][O:5][C:6]1[CH:15]=[CH:14][CH:13]=[C:12]2[C:7]=1[C:8](=[O:16])[NH:9][CH:10]=[N:11]2)[C:17](=[O:19])[CH3:18]. The yield is 0.990.